From a dataset of Catalyst prediction with 721,799 reactions and 888 catalyst types from USPTO. Predict which catalyst facilitates the given reaction. (1) Reactant: C([Li])CCC.C(NC(C)C)(C)C.[C:13]([O:17][C:18]([N:20]1[CH2:25][CH2:24][C:23](=[O:26])[CH2:22][CH2:21]1)=[O:19])([CH3:16])([CH3:15])[CH3:14].C1C=CC(N([S:34]([C:37]([F:40])([F:39])[F:38])(=[O:36])=[O:35])[S:34]([C:37]([F:40])([F:39])[F:38])(=[O:36])=[O:35])=CC=1. Product: [C:13]([O:17][C:18]([N:20]1[CH2:21][CH:22]=[C:23]([O:26][S:34]([C:37]([F:40])([F:39])[F:38])(=[O:36])=[O:35])[CH2:24][CH2:25]1)=[O:19])([CH3:16])([CH3:14])[CH3:15]. The catalyst class is: 1. (2) Reactant: N1N2C=CC=NC2=CC=1.[NH:10]1[CH:14]=[CH:13][C:12]([NH2:15])=[N:11]1.O=[C:17]([CH2:23][C:24](OCC)=[O:25])[C:18]([O:20][CH2:21][CH3:22])=[O:19]. Product: [OH:25][C:24]1[N:11]2[N:10]=[CH:14][CH:13]=[C:12]2[N:15]=[C:17]([C:18]([O:20][CH2:21][CH3:22])=[O:19])[CH:23]=1. The catalyst class is: 15. (3) Reactant: [CH3:1][C:2]1[C:3]([N+:12]([O-:14])=[O:13])=[C:4]2[C:9](=[CH:10][CH:11]=1)[CH:8]=[N:7][CH:6]=[CH:5]2.C1C=C(Cl)C=C(C(OO)=[O:23])C=1.P([O-])([O-])([O-])=O. Product: [CH3:1][C:2]1[C:3]([N+:12]([O-:14])=[O:13])=[C:4]2[C:9](=[CH:10][CH:11]=1)[CH:8]=[N+:7]([O-:23])[CH:6]=[CH:5]2. The catalyst class is: 4. (4) Reactant: [C:1]([C:4]1[C:5](=[O:31])[N:6]([CH3:30])[C:7]2[C:12]([C:13]=1[NH2:14])=[CH:11][C:10]([C:15]1[CH:20]=[CH:19][C:18]([Cl:21])=[CH:17][CH:16]=1)=[C:9]([C:22]1[CH:27]=[CH:26][C:25]([Cl:28])=[CH:24][C:23]=1[Cl:29])[N:8]=2)(=[O:3])[CH3:2].[H-].[Na+].[CH3:34][N:35]([CH3:39])[C:36](Cl)=[O:37]. Product: [C:1]([C:4]1[C:5](=[O:31])[N:6]([CH3:30])[C:7]2[C:12]([C:13]=1[NH:14][C:36](=[O:37])[N:35]([CH3:39])[CH3:34])=[CH:11][C:10]([C:15]1[CH:16]=[CH:17][C:18]([Cl:21])=[CH:19][CH:20]=1)=[C:9]([C:22]1[CH:27]=[CH:26][C:25]([Cl:28])=[CH:24][C:23]=1[Cl:29])[N:8]=2)(=[O:3])[CH3:2]. The catalyst class is: 1. (5) Reactant: [F:1][C:2]1[C:7]([C:8]2[N:12]([S:13]([C:16]3[S:17][CH:18]=[CH:19][N:20]=3)(=[O:15])=[O:14])[CH:11]=[C:10]([CH2:21][N:22](C)[C:23](=O)OC(C)(C)C)[CH:9]=2)=[CH:6][CH:5]=[CH:4][N:3]=1.C(OCC)(=O)C.[ClH:37]. Product: [ClH:37].[F:1][C:2]1[C:7]([C:8]2[N:12]([S:13]([C:16]3[S:17][CH:18]=[CH:19][N:20]=3)(=[O:15])=[O:14])[CH:11]=[C:10]([CH2:21][NH:22][CH3:23])[CH:9]=2)=[CH:6][CH:5]=[CH:4][N:3]=1. The catalyst class is: 336. (6) Reactant: [F:1][C:2]1[CH:3]=[C:4]2[C:8](=[CH:9][CH:10]=1)[NH:7][C:6](=[O:11])[C:5]2=[N:12][N:13]=[CH:14][C:15]1[NH:19][C:18]([CH3:20])=[C:17]([C:21]([NH:23][CH2:24][C:25](O)=[O:26])=[O:22])[C:16]=1[CH3:28].C(N(CC)CC)C.ClC(OCC)=O.[NH2:42][OH:43]. Product: [F:1][C:2]1[CH:3]=[C:4]2[C:8](=[CH:9][CH:10]=1)[NH:7][C:6](=[O:11])[C:5]2=[N:12][N:13]=[CH:14][C:15]1[NH:19][C:18]([CH3:20])=[C:17]([C:21]([NH:23][CH2:24][C:25]([NH:42][OH:43])=[O:26])=[O:22])[C:16]=1[CH3:28]. The catalyst class is: 650.